From a dataset of Merck oncology drug combination screen with 23,052 pairs across 39 cell lines. Regression. Given two drug SMILES strings and cell line genomic features, predict the synergy score measuring deviation from expected non-interaction effect. (1) Drug 1: C=CCn1c(=O)c2cnc(Nc3ccc(N4CCN(C)CC4)cc3)nc2n1-c1cccc(C(C)(C)O)n1. Cell line: SKMES1. Drug 2: Cc1nc(Nc2ncc(C(=O)Nc3c(C)cccc3Cl)s2)cc(N2CCN(CCO)CC2)n1. Synergy scores: synergy=14.4. (2) Drug 1: O=S1(=O)NC2(CN1CC(F)(F)F)C1CCC2Cc2cc(C=CCN3CCC(C(F)(F)F)CC3)ccc2C1. Drug 2: CNC(=O)c1cc(Oc2ccc(NC(=O)Nc3ccc(Cl)c(C(F)(F)F)c3)cc2)ccn1. Cell line: LOVO. Synergy scores: synergy=0.578. (3) Drug 1: Cn1nnc2c(C(N)=O)ncn2c1=O. Drug 2: NC(=O)c1cccc2cn(-c3ccc(C4CCCNC4)cc3)nc12. Cell line: NCIH520. Synergy scores: synergy=36.8.